Dataset: CYP3A4 inhibition data for predicting drug metabolism from PubChem BioAssay. Task: Regression/Classification. Given a drug SMILES string, predict its absorption, distribution, metabolism, or excretion properties. Task type varies by dataset: regression for continuous measurements (e.g., permeability, clearance, half-life) or binary classification for categorical outcomes (e.g., BBB penetration, CYP inhibition). Dataset: cyp3a4_veith. (1) The molecule is Cc1ccc(S(=O)(=O)N[C@H](C(=O)N2CCC(C(=O)NCC(=O)O)CC2)C(C)C)cc1. The result is 0 (non-inhibitor). (2) The drug is O=[As](O)(O)c1ccc2nc3cc([As](=O)(O)O)ccc3nc2c1. The result is 0 (non-inhibitor).